From a dataset of Full USPTO retrosynthesis dataset with 1.9M reactions from patents (1976-2016). Predict the reactants needed to synthesize the given product. (1) Given the product [C:10]([S:12][CH:4]([CH3:5])[CH:2]([CH3:3])[C:1]([O:7][CH2:8][CH3:9])=[O:6])(=[O:13])[CH3:11], predict the reactants needed to synthesize it. The reactants are: [C:1]([O:7][CH2:8][CH3:9])(=[O:6])/[C:2](=[CH:4]/[CH3:5])/[CH3:3].[C:10]([OH:13])(=[S:12])[CH3:11]. (2) Given the product [ClH:43].[CH3:39][O:38][C:36]1[C:35]([O:40][CH3:41])=[CH:34][C:31]2[CH2:32][CH2:33][N:27]([C:25](=[O:26])[CH2:24][CH2:23][NH:7][CH2:8][CH:9]3[CH2:16][C:15]4[C:10]3=[CH:11][CH:12]=[C:13]([O:17][CH2:18][C:19]([NH:21][CH3:22])=[O:20])[CH:14]=4)[CH2:28][CH2:29][C:30]=2[CH:37]=1, predict the reactants needed to synthesize it. The reactants are: C(OC(=O)[N:7]([CH2:23][CH2:24][C:25]([N:27]1[CH2:33][CH2:32][C:31]2[CH:34]=[C:35]([O:40][CH3:41])[C:36]([O:38][CH3:39])=[CH:37][C:30]=2[CH2:29][CH2:28]1)=[O:26])[CH2:8][CH:9]1[CH2:16][C:15]2[C:10]1=[CH:11][CH:12]=[C:13]([O:17][CH2:18][C:19]([NH:21][CH3:22])=[O:20])[CH:14]=2)(C)(C)C.[ClH:43]. (3) Given the product [CH2:24]([C:2]1[S:1][CH:5]=[CH:4][CH:3]=1)[CH2:23][CH2:22][CH2:21][CH2:20][CH2:19][CH2:18][CH2:17][CH2:16][CH2:15][CH2:14][CH3:13], predict the reactants needed to synthesize it. The reactants are: [S:1]1[CH:5]=[CH:4][CH:3]=[CH:2]1.[Ar].[Li]CCCC.Br[CH2:13][CH2:14][CH2:15][CH2:16][CH2:17][CH2:18][CH2:19][CH2:20][CH2:21][CH2:22][CH2:23][CH3:24]. (4) Given the product [Cl:1][C:2]1[N:12]=[CH:11][C:5]2[C:6]3[C:22]([CH3:23])=[N:21][O:20][C:7]=3[CH2:8][N:9]=[C:10]([C:13]3[CH:14]=[CH:15][C:16]([Cl:19])=[CH:17][CH:18]=3)[C:4]=2[CH:3]=1, predict the reactants needed to synthesize it. The reactants are: [Cl:1][C:2]1[CH:3]=[CH:4][C:5]2[C:6]3[C:22]([CH3:23])=[N:21][O:20][C:7]=3[CH2:8][N:9]=[C:10]([C:13]3[CH:18]=[CH:17][C:16]([Cl:19])=[CH:15][CH:14]=3)[C:11]=2[N:12]=1.BrC1C(C(O)=O)=CC(Cl)=NC=1.BrC1C(C(O)=O)=NC(Cl)=CC=1. (5) The reactants are: Br[CH2:2][CH2:3][O:4][C:5]1[C:10]([O:11][CH2:12][CH2:13][CH:14]([C:16]2[CH:21]=[CH:20][C:19]([F:22])=[CH:18][CH:17]=2)[CH3:15])=[C:9]([O:23][CH3:24])[C:8]([Cl:25])=[C:7]([CH3:26])[C:6]=1[C:27](=[O:29])[CH3:28].Br.BrC[C:33]1[CH:38]=[CH:37][CH:36]=C[N:34]=1. Given the product [Cl:25][C:8]1[C:7]([CH3:26])=[C:6]([C:27](=[O:29])[CH3:28])[C:5]([O:4][CH2:3][C:2]2[CH:36]=[CH:37][CH:38]=[CH:33][N:34]=2)=[C:10]([O:11][CH2:12][CH2:13][CH:14]([C:16]2[CH:21]=[CH:20][C:19]([F:22])=[CH:18][CH:17]=2)[CH3:15])[C:9]=1[O:23][CH3:24], predict the reactants needed to synthesize it. (6) Given the product [F:1][C:2]1[CH:28]=[CH:27][C:5]([CH2:6][N:7]2[CH2:8][CH:9]([S:11][C:12]3[C@H:13]([CH3:26])[C@@H:14]4[C@@H:21]([C@H:22]([OH:24])[CH3:23])[C:20](=[O:25])[N:15]4[C:16]=3[C:17]([O:19][CH2:35][C:29](=[O:34])[CH2:30][CH:31]([CH3:33])[CH3:32])=[O:18])[CH2:10]2)=[CH:4][CH:3]=1, predict the reactants needed to synthesize it. The reactants are: [F:1][C:2]1[CH:28]=[CH:27][C:5]([CH2:6][N:7]2[CH2:10][CH:9]([S:11][C:12]3[C@H:13]([CH3:26])[C@@H:14]4[C@@H:21]([C@H:22]([OH:24])[CH3:23])[C:20](=[O:25])[N:15]4[C:16]=3[C:17]([OH:19])=[O:18])[CH2:8]2)=[CH:4][CH:3]=1.[C:29]([CH2:35]Cl)(=[O:34])[CH2:30][CH:31]([CH3:33])[CH3:32].